The task is: Predict which catalyst facilitates the given reaction.. This data is from Catalyst prediction with 721,799 reactions and 888 catalyst types from USPTO. (1) Reactant: [CH2:1]([NH:8][C:9]1[N:14]=[C:13]([NH:15][C:16]([C:18]2[CH:22]=[C:21]([C:23]3[CH:28]=[CH:27][C:26]([F:29])=[CH:25][CH:24]=3)[N:20](C3CCCCO3)[N:19]=2)=O)[CH:12]=[CH:11][CH:10]=1)[C:2]1[CH:7]=[CH:6][CH:5]=[CH:4][CH:3]=1.CO.Cl.CO.Cl. Product: [CH2:1]([NH:8][C:9]1[CH:10]=[CH:11][CH:12]=[C:13]([NH:15][CH2:16][C:18]2[CH:22]=[C:21]([C:23]3[CH:24]=[CH:25][C:26]([F:29])=[CH:27][CH:28]=3)[NH:20][N:19]=2)[N:14]=1)[C:2]1[CH:7]=[CH:6][CH:5]=[CH:4][CH:3]=1. The catalyst class is: 1. (2) Reactant: [I:1][C:2]1[C:10]2[C:5](=[N:6][C:7]([CH3:11])=[N:8][CH:9]=2)[NH:4][N:3]=1.C(=O)([O-])[O-].[Cs+].[Cs+].[F:18][C:19]1[CH:26]=[CH:25][CH:24]=[CH:23][C:20]=1[CH2:21]Br. Product: [F:18][C:19]1[CH:26]=[CH:25][CH:24]=[CH:23][C:20]=1[CH2:21][N:4]1[C:5]2=[N:6][C:7]([CH3:11])=[N:8][CH:9]=[C:10]2[C:2]([I:1])=[N:3]1. The catalyst class is: 18. (3) Reactant: Cl.[NH:2]1[CH2:7][CH2:6][CH:5]([CH2:8][C:9]([O:11][CH2:12][CH3:13])=[O:10])[CH2:4][CH2:3]1.C(=O)([O-])O.[Na+].[C:19](O[C:19]([O:21][C:22]([CH3:25])([CH3:24])[CH3:23])=[O:20])([O:21][C:22]([CH3:25])([CH3:24])[CH3:23])=[O:20].C(=O)([O-])[O-].[K+].[K+]. Product: [C:22]([O:21][C:19]([N:2]1[CH2:7][CH2:6][CH:5]([CH2:8][C:9]([O:11][CH2:12][CH3:13])=[O:10])[CH2:4][CH2:3]1)=[O:20])([CH3:25])([CH3:24])[CH3:23]. The catalyst class is: 30. (4) Reactant: [O:1]=[C:2]1[CH:8]([CH2:9][C:10]([O:12]C)=[O:11])[CH2:7][C:6]2[CH:14]=[CH:15][C:16]([O:18][CH2:19][CH2:20][CH2:21][N:22]([C:30]3[CH:35]=[CH:34][CH:33]=[CH:32][N:31]=3)[C:23]([O:25][C:26]([CH3:29])([CH3:28])[CH3:27])=[O:24])=[CH:17][C:5]=2[CH2:4][N:3]1[CH2:36][C:37]1[CH:42]=[CH:41][C:40]([C:43]([F:46])([F:45])[F:44])=[CH:39][CH:38]=1.N1C=CC=CC=1NCCCOC1C=CC2CC(CC(OCC)=O)C(=O)NCC=2C=1. Product: [O:1]=[C:2]1[CH:8]([CH2:9][C:10]([OH:12])=[O:11])[CH2:7][C:6]2[CH:14]=[CH:15][C:16]([O:18][CH2:19][CH2:20][CH2:21][N:22]([C:30]3[CH:35]=[CH:34][CH:33]=[CH:32][N:31]=3)[C:23]([O:25][C:26]([CH3:29])([CH3:28])[CH3:27])=[O:24])=[CH:17][C:5]=2[CH2:4][N:3]1[CH2:36][C:37]1[CH:42]=[CH:41][C:40]([C:43]([F:46])([F:44])[F:45])=[CH:39][CH:38]=1. The catalyst class is: 6. (5) Reactant: Cl[C:2]1[N:9]=[C:8]([C:10]([F:13])([F:12])[F:11])[CH:7]=[CH:6][C:3]=1[CH:4]=[O:5].[CH3:14][NH:15][CH3:16]. Product: [CH3:14][N:15]([CH3:16])[C:2]1[N:9]=[C:8]([C:10]([F:13])([F:12])[F:11])[CH:7]=[CH:6][C:3]=1[CH:4]=[O:5]. The catalyst class is: 1.